From a dataset of Forward reaction prediction with 1.9M reactions from USPTO patents (1976-2016). Predict the product of the given reaction. (1) Given the reactants Cl.CN(C)CCCN=C=NCC.[CH2:13]([O:15][C:16]([O:18][C:19]1[CH:24]=[CH:23][C:22](/[CH:25]=[CH:26]/[C:27]([OH:29])=[O:28])=[CH:21][CH:20]=1)=[O:17])[CH3:14].[Cl:30][CH:31](O)[CH2:32][CH2:33][CH2:34][CH2:35][CH3:36], predict the reaction product. The product is: [CH2:13]([O:15][C:16]([O:18][C:19]1[CH:24]=[CH:23][C:22](/[CH:25]=[CH:26]/[C:27]([O:29][CH2:36][CH2:35][CH2:34][CH2:33][CH2:32][CH2:31][Cl:30])=[O:28])=[CH:21][CH:20]=1)=[O:17])[CH3:14]. (2) Given the reactants C([Li])CCC.[C:6]([O:10][C:11](=[O:24])[NH:12][C:13]1[C:18]([O:19][CH3:20])=[CH:17][C:16]([Cl:21])=[C:15]([CH3:22])[C:14]=1Br)([CH3:9])(C)C.C(=O)C.[Cl-].[NH4+], predict the reaction product. The product is: [Cl:21][C:16]1[CH:17]=[C:18]([O:19][CH3:20])[C:13]2[NH:12][C:11](=[O:24])[O:10][CH:6]([CH3:9])[C:14]=2[C:15]=1[CH3:22].